This data is from Peptide-MHC class I binding affinity with 185,985 pairs from IEDB/IMGT. The task is: Regression. Given a peptide amino acid sequence and an MHC pseudo amino acid sequence, predict their binding affinity value. This is MHC class I binding data. (1) The peptide sequence is PFMSDMSS. The MHC is H-2-Db with pseudo-sequence H-2-Db. The binding affinity (normalized) is 0.280. (2) The peptide sequence is NATFFIFNK. The MHC is HLA-A33:01 with pseudo-sequence HLA-A33:01. The binding affinity (normalized) is 0.587. (3) The peptide sequence is REVLRTELTY. The MHC is Mamu-A11 with pseudo-sequence Mamu-A11. The binding affinity (normalized) is 0.301. (4) The peptide sequence is AVTDRETDV. The MHC is HLA-A02:03 with pseudo-sequence HLA-A02:03. The binding affinity (normalized) is 0.377. (5) The peptide sequence is DPPEPLVRI. The MHC is HLA-A26:01 with pseudo-sequence HLA-A26:01. The binding affinity (normalized) is 0.0847. (6) The peptide sequence is IEIKDTKEAL. The MHC is HLA-A29:02 with pseudo-sequence HLA-A29:02. The binding affinity (normalized) is 0.